This data is from Peptide-MHC class I binding affinity with 185,985 pairs from IEDB/IMGT. The task is: Regression. Given a peptide amino acid sequence and an MHC pseudo amino acid sequence, predict their binding affinity value. This is MHC class I binding data. The peptide sequence is SLLFKTSAGV. The MHC is HLA-A02:17 with pseudo-sequence HLA-A02:17. The binding affinity (normalized) is 0.380.